From a dataset of Forward reaction prediction with 1.9M reactions from USPTO patents (1976-2016). Predict the product of the given reaction. (1) The product is: [C:12]([C:14]1[CH:19]=[CH:18][C:17]([N:20]2[C:24]([C:25]3[N:29]([C:30]([NH:32][CH2:33][CH2:34][CH2:35][N+:36]([CH3:1])([CH3:37])[CH3:38])=[O:31])[C:28](=[O:39])[N:27]([C:40]4[CH:45]=[CH:44][CH:43]=[C:42]([C:46]([F:49])([F:47])[F:48])[CH:41]=4)[C:26]=3[CH3:50])=[CH:23][CH:22]=[N:21]2)=[CH:16][CH:15]=1)#[N:13].[C:1]1([S:7]([O-:10])(=[O:9])=[O:8])[CH:6]=[CH:5][CH:4]=[CH:3][CH:2]=1. Given the reactants [C:1]1([S:7]([O:10]C)(=[O:9])=[O:8])[CH:6]=[CH:5][CH:4]=[CH:3][CH:2]=1.[C:12]([C:14]1[CH:19]=[CH:18][C:17]([N:20]2[C:24]([C:25]3[N:29]([C:30]([NH:32][CH2:33][CH2:34][CH2:35][N:36]([CH3:38])[CH3:37])=[O:31])[C:28](=[O:39])[N:27]([C:40]4[CH:45]=[CH:44][CH:43]=[C:42]([C:46]([F:49])([F:48])[F:47])[CH:41]=4)[C:26]=3[CH3:50])=[CH:23][CH:22]=[N:21]2)=[CH:16][CH:15]=1)#[N:13].O.CCOC(C)=O, predict the reaction product. (2) Given the reactants C(OC([NH:8][CH:9]1[CH2:13][CH2:12][N:11]([C:14]([O:16][CH2:17][C:18]2[CH:23]=[C:22]([Cl:24])[CH:21]=[C:20]([Cl:25])[CH:19]=2)=[O:15])[CH2:10]1)=O)(C)(C)C.FC(F)(F)C(O)=O, predict the reaction product. The product is: [NH2:8][CH:9]1[CH2:13][CH2:12][N:11]([C:14]([O:16][CH2:17][C:18]2[CH:23]=[C:22]([Cl:24])[CH:21]=[C:20]([Cl:25])[CH:19]=2)=[O:15])[CH2:10]1. (3) The product is: [ClH:1].[NH2:9][CH2:10][CH2:11][O:12][C:13]1[CH:17]=[CH:16][O:15][N:14]=1. Given the reactants [ClH:1].C(OC([NH:9][CH2:10][CH2:11][O:12][C:13]1[CH:17]=[CH:16][O:15][N:14]=1)=O)(C)(C)C, predict the reaction product. (4) Given the reactants [NH:1]1[C:9]2[C:4](=[CH:5][CH:6]=[CH:7][CH:8]=2)[CH2:3][C:2]1=[O:10].[CH3:11][N:12]1[CH:16]=[CH:15][N:14]=[C:13]1[CH:17]=O.N1CCCCC1, predict the reaction product. The product is: [CH3:11][N:12]1[CH:16]=[CH:15][N:14]=[C:13]1[CH:17]=[C:3]1[C:4]2[C:9](=[CH:8][CH:7]=[CH:6][CH:5]=2)[NH:1][C:2]1=[O:10]. (5) Given the reactants O[C:2]1[CH:7]=[C:6]([CH2:8][O:9][CH3:10])[N:5]=[C:4]([N:11]2[CH2:15][CH2:14][CH2:13][CH:12]2[C:16]2[O:20][N:19]=[C:18]([C:21]3[CH:26]=[CH:25][CH:24]=[CH:23][N:22]=3)[CH:17]=2)[N:3]=1.[NH2:27][C:28]1[CH:32]=[C:31]([CH:33]2[CH2:35][CH2:34]2)[NH:30][N:29]=1, predict the reaction product. The product is: [CH:33]1([C:31]2[NH:30][N:29]=[C:28]([NH:27][C:2]3[CH:7]=[C:6]([CH2:8][O:9][CH3:10])[N:5]=[C:4]([N:11]4[CH2:15][CH2:14][CH2:13][CH:12]4[C:16]4[O:20][N:19]=[C:18]([C:21]5[CH:26]=[CH:25][CH:24]=[CH:23][N:22]=5)[CH:17]=4)[N:3]=3)[CH:32]=2)[CH2:35][CH2:34]1. (6) Given the reactants [NH2:1][C:2]1[C:3]2[N:4]([C:8](=[S:28])[NH:9][C:10]=2[C:11]2[C:20]([F:21])=[C:19]3[C:14]([CH:15]=[CH:16][C:17]([C:22]4[CH:27]=[CH:26][CH:25]=[CH:24][CH:23]=4)=[N:18]3)=[CH:13][CH:12]=2)[CH:5]=[CH:6][N:7]=1.Cl[C:30]1[S:31][C:32]([CH2:35][S:36]([CH3:39])(=[O:38])=[O:37])=[CH:33][N:34]=1.C(=O)([O-])[O-].[K+].[K+].CN(C=O)C, predict the reaction product. The product is: [F:21][C:20]1[C:11]([C:10]2[N:9]=[C:8]([S:28][C:30]3[S:31][C:32]([CH2:35][S:36]([CH3:39])(=[O:38])=[O:37])=[CH:33][N:34]=3)[N:4]3[CH:5]=[CH:6][N:7]=[C:2]([NH2:1])[C:3]=23)=[CH:12][CH:13]=[C:14]2[C:19]=1[N:18]=[C:17]([C:22]1[CH:27]=[CH:26][CH:25]=[CH:24][CH:23]=1)[CH:16]=[CH:15]2. (7) Given the reactants [Cl-].[CH3:2][O:3][C:4](=[O:11])[C@@H:5]([NH3+:10])[C:6]([CH3:9])([CH3:8])[CH3:7].C(O[BH-](O[C:22](=O)[CH3:23])OC(=O)C)(=O)C.[Na+], predict the reaction product. The product is: [CH2:4]([NH:10][C@H:5]([C:4]([O:3][CH3:2])=[O:11])[C:6]([CH3:9])([CH3:8])[CH3:7])[CH2:5][CH2:6][CH2:7][CH:22]=[CH2:23].